This data is from Forward reaction prediction with 1.9M reactions from USPTO patents (1976-2016). The task is: Predict the product of the given reaction. (1) Given the reactants [NH:1]([C:3]1[N:8]([CH2:9][CH:10]([CH3:12])[CH3:11])[C:7](=[O:13])[N:6]([CH3:14])[C:5](=[O:15])[CH:4]=1)[NH2:2].[Cl:16][C:17]1[CH:18]=[C:19]2[C:24](=[CH:25][CH:26]=1)[N:23]=[CH:22][CH:21]=[C:20]2[CH:27]=O.[CH:29]([C:31]1[N:35]([CH3:36])[CH:34]=[C:33]([C:37]([O:39][CH3:40])=[O:38])[CH:32]=1)=O, predict the reaction product. The product is: [Cl:16][C:17]1[CH:18]=[C:19]2[C:24](=[CH:25][CH:26]=1)[N:23]=[CH:22][CH:21]=[C:20]2[CH2:27][N:2]1[C:29]([C:31]2[N:35]([CH3:36])[CH:34]=[C:33]([C:37]([O:39][CH3:40])=[O:38])[CH:32]=2)=[C:4]2[C:3]([N:8]([CH2:9][CH:10]([CH3:11])[CH3:12])[C:7](=[O:13])[N:6]([CH3:14])[C:5]2=[O:15])=[N:1]1. (2) Given the reactants Cl[C:2]1[N:7]=[C:6]([Cl:8])[N:5]=[CH:4][N:3]=1.CCN(C(C)C)C(C)C.[NH2:18][C:19]1[CH:24]=[CH:23][C:22]([N:25]2[CH2:30][CH2:29][O:28][CH2:27][CH2:26]2)=[CH:21][CH:20]=1, predict the reaction product. The product is: [Cl:8][C:6]1[N:5]=[CH:4][N:3]=[C:2]([NH:18][C:19]2[CH:20]=[CH:21][C:22]([N:25]3[CH2:30][CH2:29][O:28][CH2:27][CH2:26]3)=[CH:23][CH:24]=2)[N:7]=1. (3) Given the reactants Cl.[NH2:2][C@@H:3]1[CH2:8][CH2:7][C@H:6]([NH:9][C:10]([C:12]2[C:16]3[N:17]=[CH:18][N:19]=[C:20]([C:21]4[CH:26]=[C:25]([CH:27]([CH3:29])[CH3:28])[CH:24]=[CH:23][C:22]=4[O:30][CH2:31][CH:32]4[CH2:34][CH2:33]4)[C:15]=3[NH:14][C:13]=2[CH3:35])=[O:11])[CH2:5][CH2:4]1.[C:36](Cl)(=[O:38])[CH3:37], predict the reaction product. The product is: [C:36]([NH:2][C@@H:3]1[CH2:8][CH2:7][C@H:6]([NH:9][C:10]([C:12]2[C:16]3[N:17]=[CH:18][N:19]=[C:20]([C:21]4[CH:26]=[C:25]([CH:27]([CH3:29])[CH3:28])[CH:24]=[CH:23][C:22]=4[O:30][CH2:31][CH:32]4[CH2:33][CH2:34]4)[C:15]=3[NH:14][C:13]=2[CH3:35])=[O:11])[CH2:5][CH2:4]1)(=[O:38])[CH3:37]. (4) Given the reactants [N:1]([C:4]1[CH:9]=[CH:8][CH:7]=[CH:6][C:5]=1[CH3:10])=[C:2]=[O:3].[N:11]1[C:12]([C:20]([O:22][CH2:23][CH3:24])=[O:21])=[CH:13][N:14]2[CH2:19][CH2:18][NH:17][CH2:16][C:15]=12.CCN(C(C)C)C(C)C, predict the reaction product. The product is: [C:5]1([CH3:10])[CH:6]=[CH:7][CH:8]=[CH:9][C:4]=1[NH:1][C:2]([N:17]1[CH2:18][CH2:19][N:14]2[CH:13]=[C:12]([C:20]([O:22][CH2:23][CH3:24])=[O:21])[N:11]=[C:15]2[CH2:16]1)=[O:3]. (5) Given the reactants Br[C:2]1[CH:3]=[N:4][C:5]([O:8][CH:9]2[CH:14]3[CH2:15][CH2:16][N:11]([CH2:12][CH2:13]3)[CH2:10]2)=[N:6][CH:7]=1.[C:17]1([OH:23])[CH:22]=[CH:21][CH:20]=[CH:19][CH:18]=1.CO.[C:26]([OH:33])(=[O:32])/[CH:27]=[CH:28]/[C:29]([OH:31])=[O:30], predict the reaction product. The product is: [C:26]([OH:33])(=[O:32])/[CH:27]=[CH:28]/[C:29]([OH:31])=[O:30].[O:23]([C:2]1[CH:3]=[N:4][C:5]([O:8][CH:9]2[CH:14]3[CH2:15][CH2:16][N:11]([CH2:12][CH2:13]3)[CH2:10]2)=[N:6][CH:7]=1)[C:17]1[CH:22]=[CH:21][CH:20]=[CH:19][CH:18]=1. (6) Given the reactants [CH3:1][O:2][C:3](=[O:28])[CH2:4][CH2:5][CH2:6][CH2:7][CH2:8][NH:9][C:10]1[C:11]2[C:18]([C:19]3[CH:24]=[CH:23][C:22]([O:25][CH3:26])=[CH:21][CH:20]=3)=[C:17](Br)[O:16][C:12]=2[N:13]=[CH:14][N:15]=1.[F:29][C:30]1[CH:35]=[CH:34][CH:33]=[C:32]([F:36])[C:31]=1B(O)O.C(=O)([O-])[O-].[Na+].[Na+], predict the reaction product. The product is: [CH3:1][O:2][C:3](=[O:28])[CH2:4][CH2:5][CH2:6][CH2:7][CH2:8][NH:9][C:10]1[C:11]2[C:18]([C:19]3[CH:24]=[CH:23][C:22]([O:25][CH3:26])=[CH:21][CH:20]=3)=[C:17]([C:31]3[C:30]([F:29])=[CH:35][CH:34]=[CH:33][C:32]=3[F:36])[O:16][C:12]=2[N:13]=[CH:14][N:15]=1. (7) The product is: [CH:25]1([C:22]2[CH:21]=[C:20]([CH2:19][NH:18][C:17]([C:15]3[C:14](=[O:29])[N:13]([C:30]4[CH:35]=[CH:34][CH:33]=[C:32]([C:36]([F:38])([F:39])[F:37])[CH:31]=4)[C:12]([CH3:40])=[C:11]([CH2:10][CH2:9][CH2:8][NH2:7])[CH:16]=3)=[O:28])[O:24][N:23]=2)[CH2:27][CH2:26]1. Given the reactants C(OC(=O)[NH:7][CH2:8][CH2:9][CH2:10][C:11]1[CH:16]=[C:15]([C:17](=[O:28])[NH:18][CH2:19][C:20]2[O:24][N:23]=[C:22]([CH:25]3[CH2:27][CH2:26]3)[CH:21]=2)[C:14](=[O:29])[N:13]([C:30]2[CH:35]=[CH:34][CH:33]=[C:32]([C:36]([F:39])([F:38])[F:37])[CH:31]=2)[C:12]=1[CH3:40])(C)(C)C, predict the reaction product.